The task is: Predict which catalyst facilitates the given reaction.. This data is from Catalyst prediction with 721,799 reactions and 888 catalyst types from USPTO. (1) The catalyst class is: 1. Product: [CH2:1]([N:8]1[CH2:12][CH:11]([CH2:13][OH:14])[CH:10]([CH2:17][OH:18])[CH2:9]1)[C:2]1[CH:3]=[CH:4][CH:5]=[CH:6][CH:7]=1. Reactant: [CH2:1]([N:8]1[CH2:12][CH:11]([C:13](OC)=[O:14])[CH:10]([C:17](OC)=[O:18])[CH2:9]1)[C:2]1[CH:7]=[CH:6][CH:5]=[CH:4][CH:3]=1.[H-].[H-].[H-].[H-].[Li+].[Al+3]. (2) Reactant: C(OC([N:11]1[CH2:16][CH2:15][CH:14]([N:17]2[CH2:22][CH2:21][N:20]([C:23]3[CH:28]=[CH:27][C:26]([N:29]4[CH2:33][C@@H:32]([CH2:34][NH:35][C:36](=[O:38])[CH3:37])[O:31][C:30]4=[O:39])=[CH:25][C:24]=3[F:40])[CH2:19][CH2:18]2)[CH2:13][CH2:12]1)=O)C1C=CC=CC=1. Product: [F:40][C:24]1[CH:25]=[C:26]([N:29]2[CH2:33][C@H:32]([CH2:34][NH:35][C:36](=[O:38])[CH3:37])[O:31][C:30]2=[O:39])[CH:27]=[CH:28][C:23]=1[N:20]1[CH2:21][CH2:22][N:17]([CH:14]2[CH2:15][CH2:16][NH:11][CH2:12][CH2:13]2)[CH2:18][CH2:19]1. The catalyst class is: 19. (3) Reactant: CCN(C(C)C)C(C)C.[OH:10][CH:11]([CH:15]([NH:23][C:24](=[O:42])[C:25]1[CH:30]=[CH:29][CH:28]=[N:27][C:26]=1[C:31]1[N:32]=[C:33]([C:36]2[CH:41]=[CH:40][CH:39]=[CH:38][CH:37]=2)[S:34][CH:35]=1)[CH2:16][C:17]1[CH:22]=[CH:21][CH:20]=[CH:19][CH:18]=1)[C:12](O)=[O:13].Cl.[CH3:44][O:45][NH2:46].F[P-](F)(F)(F)(F)F.N1(OC(N(C)C)=[N+](C)C)C2N=CC=CC=2N=N1. Product: [OH:10][CH:11]([C:12]([NH:46][O:45][CH3:44])=[O:13])[CH:15]([NH:23][C:24](=[O:42])[C:25]1[CH:30]=[CH:29][CH:28]=[N:27][C:26]=1[C:31]1[N:32]=[C:33]([C:36]2[CH:37]=[CH:38][CH:39]=[CH:40][CH:41]=2)[S:34][CH:35]=1)[CH2:16][C:17]1[CH:18]=[CH:19][CH:20]=[CH:21][CH:22]=1. The catalyst class is: 4. (4) Reactant: Br[C:2]1[C:10]2[C:5](=[CH:6][CH:7]=[C:8]([C:11]3[N:15]=[CH:14][N:13]([C:16]([C:29]4[CH:34]=[CH:33][CH:32]=[CH:31][CH:30]=4)([C:23]4[CH:28]=[CH:27][CH:26]=[CH:25][CH:24]=4)[C:17]4[CH:22]=[CH:21][CH:20]=[CH:19][CH:18]=4)[N:12]=3)[CH:9]=2)[N:4]([CH:35]2[CH2:40][CH2:39][CH2:38][CH2:37][O:36]2)[N:3]=1.[C:41]1([C:47]2[CH:51]=[C:50]([CH2:52][N:53]3[CH2:58][CH2:57][CH:56]([CH2:59][NH2:60])[CH2:55][CH2:54]3)[O:49][N:48]=2)[CH:46]=[CH:45][CH:44]=[CH:43][CH:42]=1.C1(P(C2C=CC=CC=2)C2C=CC3C(=CC=CC=3)C=2C2C3C(=CC=CC=3)C=CC=2P(C2C=CC=CC=2)C2C=CC=CC=2)C=CC=CC=1.CC(C)([O-])C.[Na+]. Product: [C:41]1([C:47]2[CH:51]=[C:50]([CH2:52][N:53]3[CH2:54][CH2:55][CH:56]([CH2:59][NH:60][C:2]4[C:10]5[C:5](=[CH:6][CH:7]=[C:8]([C:11]6[N:15]=[CH:14][N:13]([C:16]([C:29]7[CH:34]=[CH:33][CH:32]=[CH:31][CH:30]=7)([C:23]7[CH:28]=[CH:27][CH:26]=[CH:25][CH:24]=7)[C:17]7[CH:22]=[CH:21][CH:20]=[CH:19][CH:18]=7)[N:12]=6)[CH:9]=5)[N:4]([CH:35]5[CH2:40][CH2:39][CH2:38][CH2:37][O:36]5)[N:3]=4)[CH2:57][CH2:58]3)[O:49][N:48]=2)[CH:42]=[CH:43][CH:44]=[CH:45][CH:46]=1. The catalyst class is: 11. (5) Reactant: [Si]([O:8][CH2:9][CH2:10][O:11][NH:12][C:13](=[O:33])[C:14]1[CH:19]=[C:18]([CH:20]=[O:21])[C:17]([F:22])=[C:16]([F:23])[C:15]=1[NH:24][C:25]1[CH:30]=[CH:29][C:28]([I:31])=[CH:27][C:26]=1[F:32])(C(C)(C)C)(C)C.O.C1(C)C=CC(S(O)(=O)=O)=CC=1. Product: [F:23][C:16]1[C:15]([NH:24][C:25]2[CH:30]=[CH:29][C:28]([I:31])=[CH:27][C:26]=2[F:32])=[C:14]([CH:19]=[C:18]([CH:20]=[O:21])[C:17]=1[F:22])[C:13]([NH:12][O:11][CH2:10][CH2:9][OH:8])=[O:33]. The catalyst class is: 30.